Dataset: Catalyst prediction with 721,799 reactions and 888 catalyst types from USPTO. Task: Predict which catalyst facilitates the given reaction. (1) Reactant: Cl.C([N:9]1[CH2:18][CH2:17][C:16]2[C:15]([C:19]3[CH:23]=[C:22]([CH3:24])[S:21][CH:20]=3)=[N:14][C:13]([CH:25]([CH3:27])[CH3:26])=[N:12][C:11]=2[CH2:10]1)C1C=CC=CC=1.[Cl:28]C(OC(Cl)=O)C. Product: [ClH:28].[CH:25]([C:13]1[N:14]=[C:15]([C:19]2[CH:23]=[C:22]([CH3:24])[S:21][CH:20]=2)[C:16]2[CH2:17][CH2:18][NH:9][CH2:10][C:11]=2[N:12]=1)([CH3:27])[CH3:26]. The catalyst class is: 26. (2) Reactant: [Cl:1][C:2]1[CH:3]=[C:4]([CH:7]=[CH:8][C:9]=1F)[CH:5]=[O:6].[OH:11][C:12]1[CH:20]=[CH:19][C:15]([C:16]([NH2:18])=[O:17])=[CH:14][CH:13]=1.C(=O)([O-])[O-].[K+].[K+].CC(N(C)C)=O. Product: [Cl:1][C:2]1[CH:3]=[C:4]([CH:5]=[O:6])[CH:7]=[CH:8][C:9]=1[O:11][C:12]1[CH:20]=[CH:19][C:15]([C:16]([NH2:18])=[O:17])=[CH:14][CH:13]=1. The catalyst class is: 6.